Dataset: Catalyst prediction with 721,799 reactions and 888 catalyst types from USPTO. Task: Predict which catalyst facilitates the given reaction. Reactant: Br[CH2:2][C:3]1[S:4][C:5]([C:12]([O:14][CH2:15][CH3:16])=[O:13])=[C:6]([C:8]([F:11])([F:10])[F:9])[N:7]=1.[NH:17]1[CH2:22][CH2:21][CH2:20][CH2:19][CH2:18]1.CCOC(C)=O. The catalyst class is: 1. Product: [N:17]1([CH2:2][C:3]2[S:4][C:5]([C:12]([O:14][CH2:15][CH3:16])=[O:13])=[C:6]([C:8]([F:11])([F:10])[F:9])[N:7]=2)[CH2:22][CH2:21][CH2:20][CH2:19][CH2:18]1.